This data is from TCR-epitope binding with 47,182 pairs between 192 epitopes and 23,139 TCRs. The task is: Binary Classification. Given a T-cell receptor sequence (or CDR3 region) and an epitope sequence, predict whether binding occurs between them. The TCR CDR3 sequence is CASSVDGGGLDEQFF. Result: 1 (the TCR binds to the epitope). The epitope is GILGFVFTL.